Dataset: Reaction yield outcomes from USPTO patents with 853,638 reactions. Task: Predict the reaction yield, written as a fraction of the theoretical maximum amount of product (1.0 means a 100% yield; for example, 0.34 means a 34% yield). (1) The reactants are [Cl-].O[NH3+:3].[C:4](=[O:7])([O-])[OH:5].[Na+].CS(C)=O.[CH3:13][C:14]1[N:15]([CH2:39][C:40]2[C:48]3[C:43](=[CH:44][CH:45]=[CH:46][CH:47]=3)[N:42]([CH3:49])[N:41]=2)[C:16](=[O:38])[C:17]([CH2:23][C:24]2[CH:29]=[CH:28][C:27]([C:30]3[C:31]([C:36]#[N:37])=[CH:32][CH:33]=[CH:34][CH:35]=3)=[CH:26][CH:25]=2)=[C:18]([CH2:20][CH2:21][CH3:22])[N:19]=1. The catalyst is C(OCC)(=O)C. The product is [CH3:13][C:14]1[N:15]([CH2:39][C:40]2[C:48]3[C:43](=[CH:44][CH:45]=[CH:46][CH:47]=3)[N:42]([CH3:49])[N:41]=2)[C:16](=[O:38])[C:17]([CH2:23][C:24]2[CH:29]=[CH:28][C:27]([C:30]3[CH:35]=[CH:34][CH:33]=[CH:32][C:31]=3[C:36]3[NH:3][C:4](=[O:7])[O:5][N:37]=3)=[CH:26][CH:25]=2)=[C:18]([CH2:20][CH2:21][CH3:22])[N:19]=1. The yield is 0.510. (2) The reactants are [C:1](Cl)(=[O:5])[CH2:2][CH2:3][CH3:4].[NH2:7][CH2:8][CH2:9][C:10]([O:12][C:13]([CH3:16])([CH3:15])[CH3:14])=[O:11].C(=O)([O-])O.[Na+]. The catalyst is C(N(CC)CC)C. The product is [C:1]([NH:7][CH2:8][CH2:9][C:10]([O:12][C:13]([CH3:16])([CH3:15])[CH3:14])=[O:11])(=[O:5])[CH2:2][CH2:3][CH3:4]. The yield is 0.910. (3) The catalyst is CCCCCCC. The reactants are CO[CH:3]1[O:9][C@H:8]([CH3:10])[C@@H:6]([OH:7])[C@H:4]1[OH:5].[C:11]([O-:14])(=[O:13])[CH3:12].[Na+].[C:16](OC(=O)C)(=[O:18])[CH3:17].[CH2:23]([O:27]CCCC)[CH2:24]CC.N1C=CC=CC=1.S(=O)(=O)(O)O.C(=O)(O)[O-].[Na+]. The product is [C:11]([O:14][CH:3]1[O:9][C@H:8]([CH3:10])[C@@H:6]([O:7][C:23](=[O:27])[CH3:24])[C@H:4]1[O:5][C:16](=[O:18])[CH3:17])(=[O:13])[CH3:12]. The yield is 0.540. (4) The reactants are [CH2:1]([CH:3]1[CH2:11][C:10]2[C:5](=[CH:6][CH:7]=[CH:8][C:9]=2[C:12]2[CH:17]=[CH:16][CH:15]=[CH:14][CH:13]=2)[CH:4]1O)[CH3:2].C(N(CC)CC)C.CS(Cl)(=O)=O. The catalyst is CN(C)C1C=CN=CC=1.C(Cl)Cl. The product is [CH2:1]([C:3]1[CH2:4][C:5]2[C:10]([CH:11]=1)=[C:9]([C:12]1[CH:17]=[CH:16][CH:15]=[CH:14][CH:13]=1)[CH:8]=[CH:7][CH:6]=2)[CH3:2]. The yield is 0.730. (5) The reactants are Br[C:2]1[CH:7]=[C:6]([O:8][C:9]([F:14])([F:13])[CH:10]([F:12])[F:11])[CH:5]=[C:4]([F:15])[CH:3]=1.[Li]CCCC.[F:21][C:22]1[CH:29]=[CH:28][C:25]([CH:26]=[O:27])=[CH:24][C:23]=1[O:30][CH3:31]. The catalyst is C(OCC)C. The product is [F:21][C:22]1[CH:29]=[CH:28][C:25]([CH:26]([C:2]2[CH:7]=[C:6]([O:8][C:9]([F:14])([F:13])[CH:10]([F:12])[F:11])[CH:5]=[C:4]([F:15])[CH:3]=2)[OH:27])=[CH:24][C:23]=1[O:30][CH3:31]. The yield is 0.660. (6) The reactants are [N:1]([C@:4]1([CH2:43][OH:44])[O:8][C@@H:7]([N:9]2[C:40]3[N:39]=[C:16]([NH:17]C(C4C=CC=CC=4)(C4C=CC=CC=4)C4C=CC(OC)=CC=4)[NH:15][C:13](=[O:14])[C:12]=3[N:11]=[CH:10]2)[C@H:6]([F:41])[C@@H:5]1[OH:42])=[N+:2]=[N-:3]. The catalyst is C(O)=O. The product is [N:1]([C@:4]1([CH2:43][OH:44])[O:8][C@@H:7]([N:9]2[C:40]3[N:39]=[C:16]([NH2:17])[NH:15][C:13](=[O:14])[C:12]=3[N:11]=[CH:10]2)[C@H:6]([F:41])[C@@H:5]1[OH:42])=[N+:2]=[N-:3]. The yield is 0.610. (7) The yield is 0.720. The catalyst is CO. The product is [C:1]1([C:7]2[C:16]([N:17]3[CH2:22][CH2:21][N:20]([C:23]4[CH:24]=[CH:25][CH:26]=[CH:27][CH:28]=4)[CH2:19][CH2:18]3)=[N:15][C:14]3[C:9](=[CH:10][CH:11]=[C:12]([C:29]([OH:31])=[O:30])[CH:13]=3)[N:8]=2)[CH:2]=[CH:3][CH:4]=[CH:5][CH:6]=1. The reactants are [C:1]1([C:7]2[C:16]([N:17]3[CH2:22][CH2:21][N:20]([C:23]4[CH:28]=[CH:27][CH:26]=[CH:25][CH:24]=4)[CH2:19][CH2:18]3)=[N:15][C:14]3[C:9](=[CH:10][CH:11]=[C:12]([C:29]([O:31]C)=[O:30])[CH:13]=3)[N:8]=2)[CH:6]=[CH:5][CH:4]=[CH:3][CH:2]=1.[OH-].[Na+].Cl. (8) The reactants are [CH3:1][C:2]1[NH:3][C:4]2[CH2:5][C:6]([CH3:13])([CH3:12])[CH2:7][C:8](=[O:11])[C:9]=2[CH:10]=1.[C:14]1([S:20]([C:23]2[CH:30]=[CH:29][CH:28]=[CH:27][C:24]=2[CH:25]=[O:26])(=[O:22])=[O:21])[CH:19]=[CH:18][CH:17]=[CH:16][CH:15]=1.[OH-].[Na+]. The catalyst is FC(F)(F)CO. The product is [OH:26][CH:25]([C:24]1[CH:27]=[CH:28][CH:29]=[CH:30][C:23]=1[S:20]([C:14]1[CH:15]=[CH:16][CH:17]=[CH:18][CH:19]=1)(=[O:22])=[O:21])[C:10]1[C:9]2[C:8](=[O:11])[CH2:7][C:6]([CH3:13])([CH3:12])[CH2:5][C:4]=2[NH:3][C:2]=1[CH3:1]. The yield is 0.560. (9) The reactants are [CH3:1][CH:2]([CH3:39])[CH2:3][C@H:4]([NH:26][C:27]([C:29]1[CH:30]=[C:31]2[C:36](=[CH:37][CH:38]=1)[N:35]=[CH:34][CH:33]=[CH:32]2)=[O:28])[C:5](=[O:25])[NH:6][C@H:7]1[CH2:13][CH2:12][C@@H:11]([CH3:14])[N:10]([S:15]([C:18]2[CH:23]=[CH:22][CH:21]=[CH:20][N:19]=2)(=[O:17])=[O:16])[CH2:9][CH:8]1[OH:24].C(N(CC)CC)C. The catalyst is CS(C)=O.O. The product is [CH3:1][CH:2]([CH3:39])[CH2:3][C@H:4]([NH:26][C:27]([C:29]1[CH:30]=[C:31]2[C:36](=[CH:37][CH:38]=1)[N:35]=[CH:34][CH:33]=[CH:32]2)=[O:28])[C:5](=[O:25])[NH:6][C@H:7]1[CH2:13][CH2:12][C@@H:11]([CH3:14])[N:10]([S:15]([C:18]2[CH:23]=[CH:22][CH:21]=[CH:20][N:19]=2)(=[O:17])=[O:16])[CH2:9][C:8]1=[O:24]. The yield is 0.770. (10) The reactants are Br[C:2]1[N:7]=[CH:6][C:5]([C:8]([C:10]2[C:18]3[C:13](=[N:14][CH:15]=[CH:16][CH:17]=3)[NH:12][CH:11]=2)=[O:9])=[CH:4][CH:3]=1.[F:19][C:20]([F:31])([F:30])[C:21]1[CH:29]=[CH:28][C:24]([C:25]([NH2:27])=[O:26])=[CH:23][CH:22]=1.CC1(C)C2C(=C(P(C3C=CC=CC=3)C3C=CC=CC=3)C=CC=2)OC2C(P(C3C=CC=CC=3)C3C=CC=CC=3)=CC=CC1=2.C(=O)([O-])[O-].[Cs+].[Cs+]. The catalyst is C1(C)C=CC=CC=1.C1C=CC(/C=C/C(/C=C/C2C=CC=CC=2)=O)=CC=1.C1C=CC(/C=C/C(/C=C/C2C=CC=CC=2)=O)=CC=1.C1C=CC(/C=C/C(/C=C/C2C=CC=CC=2)=O)=CC=1.[Pd].[Pd]. The product is [NH:12]1[C:13]2=[N:14][CH:15]=[CH:16][CH:17]=[C:18]2[C:10]([C:8]([C:5]2[CH:4]=[CH:3][C:2]([NH:27][C:25](=[O:26])[C:24]3[CH:28]=[CH:29][C:21]([C:20]([F:30])([F:31])[F:19])=[CH:22][CH:23]=3)=[N:7][CH:6]=2)=[O:9])=[CH:11]1. The yield is 0.190.